From a dataset of Reaction yield outcomes from USPTO patents with 853,638 reactions. Predict the reaction yield, written as a fraction of the theoretical maximum amount of product (1.0 means a 100% yield; for example, 0.34 means a 34% yield). (1) The reactants are [CH3:1][O:2][C:3]([C:5]1[CH:13]=[C:12]2[C:8]([C:9]([C:16]([NH2:18])=[O:17])=[CH:10][N:11]2[CH2:14][CH3:15])=[CH:7][CH:6]=1)=[O:4].CO[CH:21](OC)[CH2:22]Br. The catalyst is COCCOCCOC. The product is [CH2:14]([N:11]1[C:12]2[C:8](=[CH:7][CH:6]=[C:5]([C:3]([O:2][CH3:1])=[O:4])[CH:13]=2)[C:9]([C:16]2[O:17][CH:21]=[CH:22][N:18]=2)=[CH:10]1)[CH3:15]. The yield is 0.460. (2) The reactants are [CH3:1][C:2]1[CH:7]=[C:6]([CH3:8])[C:5]([NH:9][S:10]([C:13]2[CH:18]=[CH:17][CH:16]=[CH:15][CH:14]=2)(=[O:12])=[O:11])=[CH:4][C:3]=1[NH:19][C:20]([CH2:22][C:23]1[CH:30]=[CH:29][C:26]([C:27]#[N:28])=[CH:25][CH:24]=1)=[O:21].Cl.C(=O)([O-])[O-].[NH4+:36].[NH4+]. The catalyst is C(O)C. The product is [CH3:1][C:2]1[CH:7]=[C:6]([CH3:8])[C:5]([NH:9][S:10]([C:13]2[CH:14]=[CH:15][CH:16]=[CH:17][CH:18]=2)(=[O:12])=[O:11])=[CH:4][C:3]=1[NH:19][C:20]([CH2:22][C:23]1[CH:24]=[CH:25][C:26]([C:27]([NH2:36])=[NH:28])=[CH:29][CH:30]=1)=[O:21]. The yield is 0.850. (3) The reactants are Br[C:2]1[C:3]([N:9]2[CH2:14][CH2:13][O:12][CH2:11][CH:10]2[C:15]([NH:17][C@@H:18]2[C:26]3[C:21](=[CH:22][CH:23]=[CH:24][CH:25]=3)[CH2:20][CH2:19]2)=[O:16])=[N:4][C:5]([Cl:8])=[N:6][CH:7]=1.CC1(C)C2C=CC=C(P(C3C=CC=CC=3)C3C=CC=CC=3)C=2OC2C1=CC=CC=2P(C1C=CC=CC=1)C1C=CC=CC=1.P([O-])([O-])([O-])=O.[K+].[K+].[K+]. The catalyst is C([O-])(=O)C.[Pd+2].C([O-])(=O)C. The product is [Cl:8][C:5]1[N:6]=[CH:7][C:2]2[N:17]([CH:18]3[C:26]4[C:21](=[CH:22][CH:23]=[CH:24][CH:25]=4)[CH2:20][CH2:19]3)[C:15](=[O:16])[C@@H:10]3[CH2:11][O:12][CH2:13][CH2:14][N:9]3[C:3]=2[N:4]=1. The yield is 0.265. (4) The reactants are N([C:9]([O:11][CH:12](C)C)=[O:10])=N[C:9]([O:11][CH:12](C)C)=[O:10].[I:15][C:16]1[CH:21]=[CH:20][C:19]([OH:22])=[CH:18][CH:17]=1.[C:36]1(P([C:36]2[CH:41]=[CH:40][CH:39]=[CH:38][CH:37]=2)[C:36]2[CH:41]=[CH:40][CH:39]=[CH:38][CH:37]=2)[CH:41]=[CH:40][CH:39]=[CH:38][CH:37]=1.O1[CH2:46][CH2:45][CH2:44][CH2:43]1. The catalyst is C(OCC)C. The product is [I:15][C:16]1[CH:21]=[CH:20][C:19]([O:22][CH:43]([C:36]2[CH:37]=[CH:38][C:39]([C:9]([O:11][CH3:12])=[O:10])=[CH:40][CH:41]=2)[CH2:44][CH2:45][CH3:46])=[CH:18][CH:17]=1. The yield is 0.750. (5) The reactants are [Br:1][C:2]1[CH:22]=[CH:21][C:5]2[O:6][CH2:7][CH:8]([CH2:19][OH:20])[C:9]3[S:13][C:12]([C:14]([O:16][CH2:17][CH3:18])=[O:15])=[N:11][C:10]=3[C:4]=2[CH:3]=1.Cl[CH2:24]Cl. The catalyst is [Ag]=O. The product is [Br:1][C:2]1[CH:22]=[CH:21][C:5]2[O:6][CH2:7][CH:8]([CH2:19][O:20][CH3:24])[C:9]3[S:13][C:12]([C:14]([O:16][CH2:17][CH3:18])=[O:15])=[N:11][C:10]=3[C:4]=2[CH:3]=1. The yield is 0.530. (6) The reactants are [CH2:1]1[C:10]2[C:5](=[CH:6][CH:7]=[CH:8][CH:9]=2)[CH2:4][CH2:3][N:2]1[CH2:11][C@@H:12]([OH:37])[CH2:13][NH:14][C:15]([C:17]1[CH:22]=[CH:21][N:20]=[C:19]([NH:23][CH:24]2[CH2:29][CH2:28][N:27](C(OC(C)(C)C)=O)[CH2:26][CH2:25]2)[CH:18]=1)=[O:16].[ClH:38]. The catalyst is C(Cl)Cl. The product is [ClH:38].[CH2:1]1[C:10]2[C:5](=[CH:6][CH:7]=[CH:8][CH:9]=2)[CH2:4][CH2:3][N:2]1[CH2:11][C@@H:12]([OH:37])[CH2:13][NH:14][C:15](=[O:16])[C:17]1[CH:22]=[CH:21][N:20]=[C:19]([NH:23][CH:24]2[CH2:29][CH2:28][NH:27][CH2:26][CH2:25]2)[CH:18]=1. The yield is 0.854. (7) The reactants are [N+:1]([C:4]1[CH:9]=[CH:8][C:7]([C:10]([F:13])([F:12])[F:11])=[CH:6][C:5]=1[S:14]([NH:17][C:18]1[CH:19]=[CH:20][CH:21]=[C:22]2[C:27]=1[N:26]=[CH:25][CH:24]=[CH:23]2)(=[O:16])=[O:15])([O-])=O.Cl[Sn]Cl. The catalyst is Cl.CCO. The product is [NH2:1][C:4]1[CH:9]=[CH:8][C:7]([C:10]([F:12])([F:11])[F:13])=[CH:6][C:5]=1[S:14]([NH:17][C:18]1[CH:19]=[CH:20][CH:21]=[C:22]2[C:27]=1[N:26]=[CH:25][CH:24]=[CH:23]2)(=[O:15])=[O:16]. The yield is 0.730.